From a dataset of Forward reaction prediction with 1.9M reactions from USPTO patents (1976-2016). Predict the product of the given reaction. (1) Given the reactants [CH3:1][O:2][C:3]1[CH:4]=[C:5]([CH3:12])[N+:6]([O-])=[N:7][C:8]=1[O:9][CH3:10].[C:13]([O:16]C(=O)C)(=[O:15])[CH3:14], predict the reaction product. The product is: [C:13]([O:16][CH2:12][C:5]1[N:6]=[N:7][C:8]([O:9][CH3:10])=[C:3]([O:2][CH3:1])[CH:4]=1)(=[O:15])[CH3:14]. (2) The product is: [CH2:1]([O:3][C:4]([C:6]1[NH:7][C:8]2[C:13]([C:14]=1[CH2:15][CH2:16][CH2:17][O:18][S:36]([C:31]1[CH:30]=[CH:35][C:34]([CH3:42])=[CH:33][CH:32]=1)(=[O:37])=[O:38])=[CH:12][CH:11]=[CH:10][C:9]=2[C:19]1[CH:24]=[CH:23][C:22]([C:25]([O:27][CH3:28])=[O:26])=[CH:21][C:20]=1[CH3:29])=[O:5])[CH3:2]. Given the reactants [CH2:1]([O:3][C:4]([C:6]1[NH:7][C:8]2[C:13]([C:14]=1[CH2:15][CH2:16][CH2:17][OH:18])=[CH:12][CH:11]=[CH:10][C:9]=2[C:19]1[CH:24]=[CH:23][C:22]([C:25]([O:27][CH3:28])=[O:26])=[CH:21][C:20]=1[CH3:29])=[O:5])[CH3:2].[C:30]1(C)[C:31]([S:36](Cl)(=[O:38])=[O:37])=[CH:32][CH:33]=[CH:34][CH:35]=1.Cl[CH2:42]Cl, predict the reaction product. (3) Given the reactants [NH:1]=[C:2]1[N:6](C(C2C=CC=CC=2)=O)[C:5](=[O:15])[NH:4][CH2:3]1.CC(C)([O-])C.[K+].[CH3:22][O:23][C:24]1[CH:25]=[C:26]([CH:29]=[CH:30][C:31]=1[O:32][CH2:33][C:34]1[CH:39]=[CH:38][C:37]([O:40][CH3:41])=[CH:36][CH:35]=1)[CH:27]=O.O, predict the reaction product. The product is: [NH2:1][C:2]1=[N:6][C:5](=[O:15])[NH:4]/[C:3]/1=[CH:27]\[C:26]1[CH:29]=[CH:30][C:31]([O:32][CH2:33][C:34]2[CH:39]=[CH:38][C:37]([O:40][CH3:41])=[CH:36][CH:35]=2)=[C:24]([O:23][CH3:22])[CH:25]=1. (4) Given the reactants [OH:1][C:2]1[CH:7]=[CH:6][C:5]([CH3:8])=[CH:4][C:3]=1[C:9](=[O:11])[CH3:10].[CH:12](=O)[C:13]1[CH:18]=[CH:17][CH:16]=[CH:15][CH:14]=1, predict the reaction product. The product is: [CH3:8][C:5]1[CH:4]=[C:3]2[C:2](=[CH:7][CH:6]=1)[O:1][CH:12]([C:13]1[CH:18]=[CH:17][CH:16]=[CH:15][CH:14]=1)[CH2:10][C:9]2=[O:11]. (5) Given the reactants [C:1]([O:5][C:6]([N:8]1[CH:12]=[C:11]([N+:13]([O-])=O)[C:10]([CH3:16])=[N:9]1)=[O:7])([CH3:4])([CH3:3])[CH3:2].[H][H], predict the reaction product. The product is: [C:1]([O:5][C:6]([N:8]1[CH:12]=[C:11]([NH2:13])[C:10]([CH3:16])=[N:9]1)=[O:7])([CH3:4])([CH3:3])[CH3:2]. (6) Given the reactants Cl[C:2]1[N:10]=[C:9]2[C:5]([N:6]([CH2:18][C@H:19]3[CH2:24][CH2:23][C@H:22]([CH3:25])[CH2:21][CH2:20]3)[C:7]([N:11]3[CH2:16][CH2:15][O:14][CH2:13][C@H:12]3[CH3:17])=[N:8]2)=[C:4]([C:26]2[CH:27]=[N:28][CH:29]=[C:30]([Cl:32])[CH:31]=2)[N:3]=1.C[C:34]([N:36](C)C)=O, predict the reaction product. The product is: [Cl:32][C:30]1[CH:31]=[C:26]([C:4]2[N:3]=[C:2]([C:34]#[N:36])[N:10]=[C:9]3[C:5]=2[N:6]([CH2:18][C@H:19]2[CH2:24][CH2:23][C@H:22]([CH3:25])[CH2:21][CH2:20]2)[C:7]([N:11]2[CH2:16][CH2:15][O:14][CH2:13][C@H:12]2[CH3:17])=[N:8]3)[CH:27]=[N:28][CH:29]=1.